Task: Predict the reaction yield, written as a fraction of the theoretical maximum amount of product (1.0 means a 100% yield; for example, 0.34 means a 34% yield).. Dataset: Reaction yield outcomes from USPTO patents with 853,638 reactions The yield is 0.380. The catalyst is CN(C=O)C. The product is [F:1][C:2]1[CH:3]=[C:4]([CH:14]=[CH:15][CH:16]=1)[CH2:5][C:6]1[O:10][N:9]=[C:8]([C:11]([NH:30][CH2:29][CH2:28][C:23]2[C:22]3[C:26](=[CH:27][C:19]([O:18][CH3:17])=[CH:20][CH:21]=3)[NH:25][CH:24]=2)=[O:13])[CH:7]=1. The reactants are [F:1][C:2]1[CH:3]=[C:4]([CH:14]=[CH:15][CH:16]=1)[CH2:5][C:6]1[O:10][N:9]=[C:8]([C:11]([OH:13])=O)[CH:7]=1.[CH3:17][O:18][C:19]1[CH:27]=[C:26]2[C:22]([C:23]([CH2:28][CH2:29][NH2:30])=[CH:24][NH:25]2)=[CH:21][CH:20]=1.CN(C(ON1N=NC2C=CC=NC1=2)=[N+](C)C)C.F[P-](F)(F)(F)(F)F.